Dataset: Catalyst prediction with 721,799 reactions and 888 catalyst types from USPTO. Task: Predict which catalyst facilitates the given reaction. (1) Reactant: Br[C:2]1[CH:7]=[C:6]([OH:8])[CH:5]=[CH:4][C:3]=1[CH2:9][C:10]([O:12][CH2:13][C:14]1[CH:19]=[CH:18][CH:17]=[CH:16][CH:15]=1)=[O:11].[C:20]1(B(O)O)[CH:25]=[CH:24][CH:23]=[CH:22][CH:21]=1.C(=O)([O-])[O-].[Na+].[Na+]. Product: [OH:8][C:6]1[CH:5]=[CH:4][C:3]([CH2:9][C:10]([O:12][CH2:13][C:14]2[CH:19]=[CH:18][CH:17]=[CH:16][CH:15]=2)=[O:11])=[C:2]([C:20]2[CH:25]=[CH:24][CH:23]=[CH:22][CH:21]=2)[CH:7]=1. The catalyst class is: 762. (2) Reactant: C(Cl)CCl.Cl.N[C:7](=[CH:11][C:12]1[CH:17]=[CH:16][CH:15]=[CH:14][CH:13]=1)[C:8]([OH:10])=O.[CH3:18][N:19]1[C:27]2[C:22](=[CH:23][CH:24]=[CH:25][CH:26]=2)[CH:21]=[C:20]1[CH2:28][NH:29][CH3:30].C1C=CC2N(O)N=[N:37]C=2C=1.O.C(N(CC)CC)C. Product: [NH2:37][C:15]1[CH:16]=[CH:17][C:12](/[CH:11]=[CH:7]/[C:8]([N:29]([CH3:30])[CH2:28][C:20]2[N:19]([CH3:18])[C:27]3[C:22]([CH:21]=2)=[CH:23][CH:24]=[CH:25][CH:26]=3)=[O:10])=[CH:13][CH:14]=1. The catalyst class is: 3.